Task: Predict the reaction yield, written as a fraction of the theoretical maximum amount of product (1.0 means a 100% yield; for example, 0.34 means a 34% yield).. Dataset: Reaction yield outcomes from USPTO patents with 853,638 reactions (1) The reactants are [CH2:1]([C:3]1[N:4]=[C:5]([OH:20])[C:6]2[N:12]=[C:11]([C:13]3[CH:18]=[CH:17][C:16]([F:19])=[CH:15][CH:14]=3)[CH:10]=[CH:9][C:7]=2[N:8]=1)[CH3:2].CC1N=[C:24]([O:39][CH2:40]COC)[C:25]2N=C(C3C=CC(F)=CC=3)C=CC=2N=1. The catalyst is COCCO. The product is [CH2:1]([C:3]1[N:4]=[C:5]([O:20][CH2:25][CH2:24][O:39][CH3:40])[C:6]2[N:12]=[C:11]([C:13]3[CH:18]=[CH:17][C:16]([F:19])=[CH:15][CH:14]=3)[CH:10]=[CH:9][C:7]=2[N:8]=1)[CH3:2]. The yield is 0.460. (2) The catalyst is Cl. The yield is 0.660. The reactants are C([N:4]1[CH2:9][CH2:8][N:7]([C:10]2[CH:15]=[CH:14][C:13]([C:16]3[NH:25][C:24](=[O:26])[C:23]4[C:18](=[CH:19][C:20]([O:29][CH3:30])=[CH:21][C:22]=4[O:27][CH3:28])[N:17]=3)=[CH:12][CH:11]=2)[CH2:6][CH2:5]1)(=O)C.[OH-].[Na+]. The product is [CH3:28][O:27][C:22]1[CH:21]=[C:20]([O:29][CH3:30])[CH:19]=[C:18]2[C:23]=1[C:24](=[O:26])[NH:25][C:16]([C:13]1[CH:14]=[CH:15][C:10]([N:7]3[CH2:6][CH2:5][NH:4][CH2:9][CH2:8]3)=[CH:11][CH:12]=1)=[N:17]2. (3) The reactants are [Cl:1][CH:2]([Cl:30])[C:3]([NH:5][C:6]12[C:24](=[O:25])[C:23]3[C:18](=[CH:19][CH:20]=[CH:21][C:22]=3[N+:26]([O-])=O)[C:7]1([OH:29])[O:8][C:9]1[CH:14]=[C:13]([CH:15]([CH3:17])[CH3:16])[CH:12]=[CH:11][C:10]=12)=[O:4].O. The catalyst is Cl.C(O)C.[Fe]. The product is [NH2:26][C:22]1[CH:21]=[CH:20][CH:19]=[C:18]2[C:23]=1[C:24](=[O:25])[C:6]1([NH:5][C:3](=[O:4])[CH:2]([Cl:30])[Cl:1])[C:10]3[CH:11]=[CH:12][C:13]([CH:15]([CH3:17])[CH3:16])=[CH:14][C:9]=3[O:8][C:7]12[OH:29]. The yield is 0.740. (4) The reactants are [CH:1]([O:4][C:5]([N:7]1[CH2:12][CH2:11][CH:10]([O:13][C:14]2[C:19]([CH3:20])=[C:18]([NH:21][C:22]3[CH:23]=[N:24][C:25](Cl)=[CH:26][C:27]=3[CH3:28])[N:17]=[CH:16][N:15]=2)[CH2:9][CH2:8]1)=[O:6])([CH3:3])[CH3:2].[NH:30]1[CH2:35][CH2:34][O:33][CH2:32][CH2:31]1. No catalyst specified. The product is [CH:1]([O:4][C:5]([N:7]1[CH2:12][CH2:11][CH:10]([O:13][C:14]2[C:19]([CH3:20])=[C:18]([NH:21][C:22]3[CH:23]=[N:24][C:25]([N:30]4[CH2:35][CH2:34][O:33][CH2:32][CH2:31]4)=[CH:26][C:27]=3[CH3:28])[N:17]=[CH:16][N:15]=2)[CH2:9][CH2:8]1)=[O:6])([CH3:3])[CH3:2]. The yield is 0.740. (5) The reactants are [CH3:1][N:2]1[C:7](=[O:8])[C:6]([NH:9][C:10]2[CH:15]=[CH:14][C:13]([N:16]3[CH2:21][CH2:20][N:19]([CH:22]4[CH2:25][O:24][CH2:23]4)[CH2:18][C@@H:17]3[CH3:26])=[CH:12][N:11]=2)=[CH:5][C:4]([C:27]2[C:32]([CH:33]=[O:34])=[C:31]([N:35]3[CH:47]=[CH:46][N:38]4[C:39]5[CH2:40][CH2:41][CH2:42][CH2:43][C:44]=5[CH:45]=[C:37]4[C:36]3=[O:48])[N:30]=[CH:29][CH:28]=2)=[CH:3]1.[BH4-].[Na+]. The catalyst is CO. The product is [OH:34][CH2:33][C:32]1[C:31]([N:35]2[CH:47]=[CH:46][N:38]3[C:39]4[CH2:40][CH2:41][CH2:42][CH2:43][C:44]=4[CH:45]=[C:37]3[C:36]2=[O:48])=[N:30][CH:29]=[CH:28][C:27]=1[C:4]1[CH:5]=[C:6]([NH:9][C:10]2[CH:15]=[CH:14][C:13]([N:16]3[CH2:21][CH2:20][N:19]([CH:22]4[CH2:25][O:24][CH2:23]4)[CH2:18][C@@H:17]3[CH3:26])=[CH:12][N:11]=2)[C:7](=[O:8])[N:2]([CH3:1])[CH:3]=1. The yield is 0.280. (6) The reactants are [C:1]([O:5][C:6](=[O:16])[NH:7][C:8]1[CH:9]=[N:10][C:11]([Cl:15])=[CH:12][C:13]=1[I:14])([CH3:4])([CH3:3])[CH3:2].[H-].[Na+].I[CH3:20]. The catalyst is CN(C=O)C. The product is [C:1]([O:5][C:6](=[O:16])[N:7]([C:8]1[CH:9]=[N:10][C:11]([Cl:15])=[CH:12][C:13]=1[I:14])[CH3:20])([CH3:4])([CH3:2])[CH3:3]. The yield is 1.00.